From a dataset of Catalyst prediction with 721,799 reactions and 888 catalyst types from USPTO. Predict which catalyst facilitates the given reaction. (1) The catalyst class is: 186. Reactant: [O:1]([CH2:5][CH2:6][O:7][C:8]1[C:9]([O:22][CH2:23][CH2:24][O:25][CH3:26])=[CH:10][C:11]([N+:19]([O-])=O)=[C:12]([CH:18]=1)[C:13]([O:15][CH2:16][CH3:17])=[O:14])[C:2]([CH3:4])=[O:3].O.Cl. Product: [O:1]([CH2:5][CH2:6][O:7][C:8]1[C:9]([O:22][CH2:23][CH2:24][O:25][CH3:26])=[CH:10][C:11]([NH2:19])=[C:12]([CH:18]=1)[C:13]([O:15][CH2:16][CH3:17])=[O:14])[C:2]([CH3:4])=[O:3]. (2) Reactant: [CH3:1][O:2][CH2:3][CH2:4][O:5][C:6]1[CH:7]=[C:8]([CH:17]([C:20](=O)[CH3:21])[C:18]#[N:19])[CH:9]=[CH:10][C:11]=1[O:12][CH2:13][CH2:14][O:15][CH3:16].Cl.Cl.[NH2:25][NH2:26].C(=O)(O)[O-].[Na+]. Product: [CH3:1][O:2][CH2:3][CH2:4][O:5][C:6]1[CH:7]=[C:8]([C:17]2[C:20]([CH3:21])=[N:25][NH:26][C:18]=2[NH2:19])[CH:9]=[CH:10][C:11]=1[O:12][CH2:13][CH2:14][O:15][CH3:16]. The catalyst class is: 8. (3) Reactant: [NH3:1].[CH3:2][C:3]1[CH:4]=[CH:5][C:6]([O:9][C:10]2[CH:15]=[CH:14][C:13]([S:16](Cl)(=[O:18])=[O:17])=[CH:12][CH:11]=2)=[N:7][CH:8]=1. Product: [CH3:2][C:3]1[CH:4]=[CH:5][C:6]([O:9][C:10]2[CH:15]=[CH:14][C:13]([S:16]([NH2:1])(=[O:18])=[O:17])=[CH:12][CH:11]=2)=[N:7][CH:8]=1. The catalyst class is: 12.